From a dataset of Forward reaction prediction with 1.9M reactions from USPTO patents (1976-2016). Predict the product of the given reaction. (1) Given the reactants F[C:2]1[CH:9]=[CH:8][C:5]([C:6]#[N:7])=[CH:4][C:3]=1[C:10]([F:13])([F:12])[F:11].[CH3:14][CH:15]1[CH2:20][CH2:19][CH2:18][CH2:17][NH:16]1, predict the reaction product. The product is: [CH3:14][CH:15]1[CH2:20][CH2:19][CH2:18][CH2:17][N:16]1[C:2]1[CH:9]=[CH:8][C:5]([C:6]#[N:7])=[CH:4][C:3]=1[C:10]([F:13])([F:12])[F:11]. (2) Given the reactants [C:1]([O:5][C:6]([C@H:8]([CH2:13]I)[C:9]([O:11][CH3:12])=[O:10])=[O:7])([CH3:4])([CH3:3])[CH3:2].Cl[C:16]1[CH:21]=[CH:20][N:19]=[C:18]([C:22]([F:25])([F:24])[F:23])[N:17]=1, predict the reaction product. The product is: [C:1]([O:5][C:6]([C@@H:8]([CH2:13][C:16]1[CH:21]=[CH:20][N:19]=[C:18]([C:22]([F:25])([F:24])[F:23])[N:17]=1)[C:9]([O:11][CH3:12])=[O:10])=[O:7])([CH3:4])([CH3:3])[CH3:2]. (3) Given the reactants [CH:1]1[CH:2]=[CH:3][C:4]2[S:15][C:14]3[CH:13]=[CH:12][CH:11]=[CH:10][C:9]=3[N:8]=[C:7]([N:16]3[CH2:21][CH2:20][N:19]([CH2:22][CH2:23][O:24][CH2:25][CH2:26][OH:27])[CH2:18][CH2:17]3)[C:5]=2[CH:6]=1.[C:28]([OH:35])(=[O:34])/[CH:29]=[CH:30]/[C:31]([OH:33])=[O:32], predict the reaction product. The product is: [CH2:18]1[N:19]([CH2:22][CH2:23][O:24][CH2:25][CH2:26][OH:27])[CH2:20][CH2:21][N:16]([C:7]2[C:5]3[C:4](=[CH:3][CH:2]=[CH:1][CH:6]=3)[S:15][C:14]3[C:9](=[CH:10][CH:11]=[CH:12][CH:13]=3)[N:8]=2)[CH2:17]1.[CH2:18]1[N:19]([CH2:22][CH2:23][O:24][CH2:25][CH2:26][OH:27])[CH2:20][CH2:21][N:16]([C:7]2[C:5]3[C:4](=[CH:3][CH:2]=[CH:1][CH:6]=3)[S:15][C:14]3[C:9](=[CH:10][CH:11]=[CH:12][CH:13]=3)[N:8]=2)[CH2:17]1.[CH:29](/[C:28]([OH:35])=[O:34])=[CH:30]\[C:31]([OH:33])=[O:32].